Predict the product of the given reaction. From a dataset of Forward reaction prediction with 1.9M reactions from USPTO patents (1976-2016). (1) Given the reactants [CH:1]1[C:7](=[O:8])[NH:6][C:4](=[O:5])[NH:3][C:2]=1Cl.[SH:10][C:11]1[CH:16]=[CH:15][C:14]([OH:17])=[CH:13][CH:12]=1.[OH-].[K+], predict the reaction product. The product is: [OH:17][C:14]1[CH:15]=[CH:16][C:11]([S:10][C:2]2[NH:3][C:4](=[O:5])[NH:6][C:7](=[O:8])[CH:1]=2)=[CH:12][CH:13]=1. (2) Given the reactants Cl[C:2]1[N:7]2[N:8]=[C:9]([NH:11][C:12](=[O:19])[C:13]3[CH:18]=[CH:17][CH:16]=[CH:15][CH:14]=3)[N:10]=[C:6]2[CH:5]=[CH:4][CH:3]=1.[CH2:20]([NH2:26])[CH:21]1[O:25][CH2:24][CH2:23][CH2:22]1, predict the reaction product. The product is: [O:25]1[CH2:24][CH2:23][CH2:22][CH:21]1[CH2:20][NH:26][C:2]1[N:7]2[N:8]=[C:9]([NH:11][C:12](=[O:19])[C:13]3[CH:18]=[CH:17][CH:16]=[CH:15][CH:14]=3)[N:10]=[C:6]2[CH:5]=[CH:4][CH:3]=1. (3) Given the reactants [CH3:1][S:2]([O:5][CH2:6][CH2:7][CH2:8][O:9][C:10]1[CH:15]=[CH:14][C:13]([C:16]2[N:21]=[C:20]([C:22]#[N:23])[C:19]3[N:24]=[CH:25][N:26]([CH3:27])[C:18]=3[CH:17]=2)=[CH:12][C:11]=1[C:28]([F:31])([F:30])[F:29])(=[O:4])=[O:3].[NH3:32], predict the reaction product. The product is: [NH2:32][CH2:6][CH2:7][CH2:8][O:9][C:10]1[CH:15]=[CH:14][C:13]([C:16]2[N:21]=[C:20]([C:22]#[N:23])[C:19]3[N:24]=[CH:25][N:26]([CH3:27])[C:18]=3[CH:17]=2)=[CH:12][C:11]=1[C:28]([F:29])([F:30])[F:31].[CH3:1][S:2]([OH:5])(=[O:4])=[O:3].